Dataset: Forward reaction prediction with 1.9M reactions from USPTO patents (1976-2016). Task: Predict the product of the given reaction. The product is: [C:38]([O:37][C:35]([NH:34][C@@H:31]([CH2:30][CH2:29][CH2:28][CH2:27][NH:26][C:25]([O:24][C:20]([CH3:23])([CH3:22])[CH3:21])=[O:42])[CH2:32][NH:33][C:13]([C@@H:12]1[CH2:16][C@@H:17]([OH:19])[CH2:18][N:11]1[C:9]([O:8][CH2:1][C:2]1[CH:3]=[CH:4][CH:5]=[CH:6][CH:7]=1)=[O:10])=[O:15])=[O:36])([CH3:41])([CH3:40])[CH3:39]. Given the reactants [CH2:1]([O:8][C:9]([N:11]1[CH2:18][C@H:17]([OH:19])[CH2:16][C@H:12]1[C:13]([OH:15])=O)=[O:10])[C:2]1[CH:7]=[CH:6][CH:5]=[CH:4][CH:3]=1.[C:20]([O:24][C:25](=[O:42])[NH:26][CH2:27][CH2:28][CH2:29][CH2:30][C@H:31]([NH:34][C:35]([O:37][C:38]([CH3:41])([CH3:40])[CH3:39])=[O:36])[CH2:32][NH2:33])([CH3:23])([CH3:22])[CH3:21].C(Cl)CCl.C1C=CC2N(O)N=NC=2C=1, predict the reaction product.